From a dataset of Catalyst prediction with 721,799 reactions and 888 catalyst types from USPTO. Predict which catalyst facilitates the given reaction. (1) Reactant: [F:1][C:2]1[CH:9]=[CH:8][CH:7]=[C:6]([F:10])[C:3]=1[CH:4]=O.F[B-](F)(F)F.[CH:16]1([S+](C2C=CC=CC=2)C2C=CC=CC=2)[CH2:18][CH2:17]1.CC([O-:36])(C)C.[K+]. Product: [F:1][C:2]1[CH:9]=[CH:8][CH:7]=[C:6]([F:10])[C:3]=1[CH:4]1[CH2:18][CH2:16][C:17]1=[O:36]. The catalyst class is: 1. (2) Reactant: [C:1]([NH:9][C:10]1[C:34]([C:35]#[C:36][CH2:37][NH:38][C:39](=[O:44])[C:40]([F:43])([F:42])[F:41])=[CH:33][N:13]([C@@H:14]2[O:32][C@H:22]([CH2:23][O:24][Si](C(C)(C)C)(C)C)[C@@H:16]([O:17][CH2:18][N:19]=[N+:20]=[N-:21])[CH2:15]2)[C:12](=[O:45])[N:11]=1)(=[O:8])[C:2]1[CH:7]=[CH:6][CH:5]=[CH:4][CH:3]=1.CCCC[N+](CCCC)(CCCC)CCCC.[F-]. Product: [C:1]([NH:9][C:10]1[C:34]([C:35]#[C:36][CH2:37][NH:38][C:39](=[O:44])[C:40]([F:42])([F:41])[F:43])=[CH:33][N:13]([C@@H:14]2[O:32][C@H:22]([CH2:23][OH:24])[C@@H:16]([O:17][CH2:18][N:19]=[N+:20]=[N-:21])[CH2:15]2)[C:12](=[O:45])[N:11]=1)(=[O:8])[C:2]1[CH:3]=[CH:4][CH:5]=[CH:6][CH:7]=1. The catalyst class is: 1. (3) Reactant: [C:1](Cl)(=[O:6])[C:2]([CH3:5])([CH3:4])[CH3:3].[OH:8][C:9]1[C:10]([C:20]([O:22][CH2:23][CH2:24][CH2:25][CH3:26])=[O:21])=[CH:11][CH:12]=[C:13]2[C:18]=1[N:17]=[C:16]([CH3:19])[CH:15]=[CH:14]2. Product: [CH3:3][C:2]([CH3:5])([CH3:4])[C:1]([O:8][C:9]1[C:10]([C:20]([O:22][CH2:23][CH2:24][CH2:25][CH3:26])=[O:21])=[CH:11][CH:12]=[C:13]2[C:18]=1[N:17]=[C:16]([CH3:19])[CH:15]=[CH:14]2)=[O:6]. The catalyst class is: 17. (4) Reactant: [F:1][C:2]1[CH:19]=[CH:18][C:5]([CH2:6][NH:7][C:8]2[N:12]([CH3:13])[C:11]3[CH:14]=[CH:15][CH:16]=[CH:17][C:10]=3[N:9]=2)=[CH:4][C:3]=1[C:20]([F:23])([F:22])[F:21].[C:24]1([S:30](Cl)(=[O:32])=[O:31])[CH:29]=[CH:28][CH:27]=[CH:26][CH:25]=1. Product: [F:1][C:2]1[CH:19]=[CH:18][C:5]([CH2:6][N:7]([C:8]2[N:12]([CH3:13])[C:11]3[CH:14]=[CH:15][CH:16]=[CH:17][C:10]=3[N:9]=2)[S:30]([C:24]2[CH:29]=[CH:28][CH:27]=[CH:26][CH:25]=2)(=[O:32])=[O:31])=[CH:4][C:3]=1[C:20]([F:23])([F:21])[F:22]. The catalyst class is: 436.